This data is from Reaction yield outcomes from USPTO patents with 853,638 reactions. The task is: Predict the reaction yield, written as a fraction of the theoretical maximum amount of product (1.0 means a 100% yield; for example, 0.34 means a 34% yield). (1) The reactants are [C:1]([O:5][C:6]([N:8]1[CH2:13][CH2:12][CH:11]([C:14]2[CH:19]=[CH:18][C:17]([NH2:20])=[C:16](Br)[CH:15]=2)[CH2:10][CH2:9]1)=[O:7])([CH3:4])([CH3:3])[CH3:2].[C:22]1(B(O)O)[CH2:27][CH2:26][CH2:25][CH2:24][CH:23]=1.C([O-])([O-])=O.[Na+].[Na+].C(O)C. The catalyst is C1C=CC([P]([Pd]([P](C2C=CC=CC=2)(C2C=CC=CC=2)C2C=CC=CC=2)([P](C2C=CC=CC=2)(C2C=CC=CC=2)C2C=CC=CC=2)[P](C2C=CC=CC=2)(C2C=CC=CC=2)C2C=CC=CC=2)(C2C=CC=CC=2)C2C=CC=CC=2)=CC=1.CCOC(C)=O.C1(C)C=CC=CC=1. The product is [C:1]([O:5][C:6]([N:8]1[CH2:13][CH2:12][CH:11]([C:14]2[CH:19]=[CH:18][C:17]([NH2:20])=[C:16]([C:22]3[CH2:27][CH2:26][CH2:25][CH2:24][CH:23]=3)[CH:15]=2)[CH2:10][CH2:9]1)=[O:7])([CH3:4])([CH3:3])[CH3:2]. The yield is 0.850. (2) The product is [F:28][C:26]([P:29](=[O:36])([O:33][CH2:34][CH3:35])[O:30][CH2:31][CH3:32])([F:27])[CH2:25][CH2:24][O:23][CH2:22][CH2:21][O:1][C:2]1[CH:9]=[CH:8][C:5]([CH:6]=[O:7])=[C:4]([O:10][CH3:11])[CH:3]=1. The reactants are [OH:1][C:2]1[CH:9]=[CH:8][C:5]([CH:6]=[O:7])=[C:4]([O:10][CH3:11])[CH:3]=1.C(=O)([O-])[O-].[Cs+].[Cs+].[I-].[Na+].Br[CH2:21][CH2:22][O:23][CH2:24][CH2:25][C:26]([P:29](=[O:36])([O:33][CH2:34][CH3:35])[O:30][CH2:31][CH3:32])([F:28])[F:27]. The catalyst is CN(C=O)C.O.CCOC(C)=O. The yield is 0.790. (3) The yield is 0.810. The product is [OH:18][C@H:15]1[CH2:16][CH2:17][C@@:12]([C@H:11]2[CH2:10][CH2:9][C@@:8]3([CH3:22])[C@@H:4]([CH2:5][CH2:6][C:7]3=[CH2:23])[C@@H:3]2[CH2:2][NH:1][C:63](=[O:64])[C:58]2[CH:59]=[CH:60][CH:61]=[CH:62][C:57]=2[CH3:66])([CH3:21])[C@@H:13]([CH2:19][OH:20])[CH2:14]1. The catalyst is CCOC(C)=O.CN(C=O)C. The reactants are [NH2:1][CH2:2][C@@H:3]1[C@@H:11]([C@@:12]2([CH3:21])[CH2:17][CH2:16][C@H:15]([OH:18])[CH2:14][C@@H:13]2[CH2:19][OH:20])[CH2:10][CH2:9][C@@:8]2([CH3:22])[C@H:4]1[CH2:5][CH2:6][C:7]2=[CH2:23].C1CN([P+](ON2N=NC3C=CC=CC2=3)(N2CCCC2)N2CCCC2)CC1.F[P-](F)(F)(F)(F)F.[C:57]1([CH3:66])[C:58]([C:63](O)=[O:64])=[CH:59][CH:60]=[CH:61][CH:62]=1.CCN(C(C)C)C(C)C. (4) The reactants are [OH:1][C:2]1[CH:3]=[C:4]2[C:9](=[CH:10][CH:11]=1)[C:8]([C:12](=[O:28])[C:13]1[CH:18]=[CH:17][C:16]([O:19][CH2:20][CH2:21][N:22]3[CH2:27][CH2:26][CH2:25][CH2:24][CH2:23]3)=[CH:15][CH:14]=1)=[C:7]([O:29][S:30]([C:33]([F:36])([F:35])[F:34])(=[O:32])=[O:31])[CH:6]=[CH:5]2.[CH2:37](O)[C:38]1[CH:43]=[CH:42][CH:41]=[CH:40][CH:39]=1.C1C=CC(P(C2C=CC=CC=2)C2C=CC=CC=2)=CC=1.CC(OC(/N=N/C(OC(C)C)=O)=O)C. The catalyst is C1COCC1. The product is [CH2:37]([O:1][C:2]1[CH:3]=[C:4]2[C:9](=[CH:10][CH:11]=1)[C:8]([C:12](=[O:28])[C:13]1[CH:14]=[CH:15][C:16]([O:19][CH2:20][CH2:21][N:22]3[CH2:27][CH2:26][CH2:25][CH2:24][CH2:23]3)=[CH:17][CH:18]=1)=[C:7]([O:29][S:30]([C:33]([F:35])([F:36])[F:34])(=[O:32])=[O:31])[CH:6]=[CH:5]2)[C:38]1[CH:43]=[CH:42][CH:41]=[CH:40][CH:39]=1. The yield is 0.960. (5) The reactants are [C:1]([N:8]1[CH2:12][CH2:11][C@H:10]([CH2:13]Br)[CH2:9]1)([O:3][C:4]([CH3:7])([CH3:6])[CH3:5])=[O:2].[N:15]1([C:21]2[N:26]=[C:25]3[CH:27]=[CH:28][NH:29][C:24]3=[CH:23][C:22]=2[C:30]2[CH:37]=[CH:36][C:33]([C:34]#[N:35])=[CH:32][CH:31]=2)[CH2:20][CH2:19][O:18][CH2:17][CH2:16]1. No catalyst specified. The product is [C:34]([C:33]1[CH:32]=[CH:31][C:30]([C:22]2[CH:23]=[C:24]3[N:29]([CH2:13][C@H:10]4[CH2:11][CH2:12][N:8]([C:1]([O:3][C:4]([CH3:7])([CH3:6])[CH3:5])=[O:2])[CH2:9]4)[CH:28]=[CH:27][C:25]3=[N:26][C:21]=2[N:15]2[CH2:20][CH2:19][O:18][CH2:17][CH2:16]2)=[CH:37][CH:36]=1)#[N:35]. The yield is 0.580. (6) The reactants are [CH2:1]([O:3][C:4](=[O:23])[CH2:5][C:6]1[C:14]2[C:9](=[CH:10][CH:11]=[C:12]([CH3:15])[CH:13]=2)[N:8]([C:16](=[O:18])[CH3:17])[C:7]=1[C:19]([F:22])([F:21])[F:20])[CH3:2].CC(N=NC(C#N)(C)C)(C#N)C.[Br:36]N1C(=O)CCC1=O. The catalyst is ClC(Cl)(Cl)Cl. The product is [CH2:1]([O:3][C:4](=[O:23])[CH2:5][C:6]1[C:14]2[C:9](=[CH:10][CH:11]=[C:12]([CH2:15][Br:36])[CH:13]=2)[N:8]([C:16](=[O:18])[CH3:17])[C:7]=1[C:19]([F:20])([F:21])[F:22])[CH3:2]. The yield is 0.610.